From a dataset of Reaction yield outcomes from USPTO patents with 853,638 reactions. Predict the reaction yield, written as a fraction of the theoretical maximum amount of product (1.0 means a 100% yield; for example, 0.34 means a 34% yield). (1) The reactants are [N+:1]([C:4]1[CH:5]=[C:6]([C:11]([F:14])([F:13])[F:12])[C:7](O)=[N:8][CH:9]=1)([O-:3])=[O:2].O=S(Cl)[Cl:17]. The catalyst is CN(C=O)C. The product is [Cl:17][C:7]1[C:6]([C:11]([F:14])([F:13])[F:12])=[CH:5][C:4]([N+:1]([O-:3])=[O:2])=[CH:9][N:8]=1. The yield is 0.800. (2) The reactants are [Cl:1][C:2]1[CH:19]=[C:18]([OH:20])[CH:17]=[C:16]([Cl:21])[C:3]=1[CH2:4][N:5]1[CH2:9][CH2:8][C:7]2([CH2:14][CH2:13][CH2:12][CH2:11][CH2:10]2)[C:6]1=[O:15].N1C=CC=CC=1.[F:28][C:29]([F:42])([F:41])[S:30](O[S:30]([C:29]([F:42])([F:41])[F:28])(=[O:32])=[O:31])(=[O:32])=[O:31]. The catalyst is CN(C)C1C=CN=CC=1.C(Cl)Cl. The product is [Cl:1][C:2]1[CH:19]=[C:18]([O:20][S:30]([C:29]([F:42])([F:41])[F:28])(=[O:32])=[O:31])[CH:17]=[C:16]([Cl:21])[C:3]=1[CH2:4][N:5]1[CH2:9][CH2:8][C:7]2([CH2:10][CH2:11][CH2:12][CH2:13][CH2:14]2)[C:6]1=[O:15]. The yield is 0.820. (3) The reactants are [O:1]=[C:2]1[C:11]2[C:6](=[CH:7][CH:8]=[CH:9][CH:10]=2)[C:5]([CH2:12][C:13]2[CH:14]=[C:15]([CH:19]=[CH:20][CH:21]=2)[C:16](O)=[O:17])=[N:4][NH:3]1.[NH:22]1[CH2:32][CH2:31][CH:25]([C:26]([O:28]CC)=[O:27])[CH2:24][CH2:23]1.F[P-](F)(F)(F)(F)F.N1(OC(N(C)C)=[N+](C)C)C2C=CC=CC=2N=N1.C(N(CC)C(C)C)(C)C.[OH-].[Na+]. The catalyst is O1CCCC1.O.CC(N(C)C)=O. The product is [O:1]=[C:2]1[C:11]2[C:6](=[CH:7][CH:8]=[CH:9][CH:10]=2)[C:5]([CH2:12][C:13]2[CH:14]=[C:15]([CH:19]=[CH:20][CH:21]=2)[C:16]([N:22]2[CH2:23][CH2:24][CH:25]([C:26]([OH:28])=[O:27])[CH2:31][CH2:32]2)=[O:17])=[N:4][NH:3]1. The yield is 0.650. (4) The reactants are [C:1]([N:5]1[CH:9]=[C:8]([NH:10][C:11]([NH:13][C:14]2[CH:19]=[C:18]([C:20]3[C:31](=[O:32])[N:30]([CH3:33])[C:23]4[N:24]=[C:25](NC)[N:26]=[CH:27][C:22]=4[CH:21]=3)[C:17]([CH3:34])=[CH:16][C:15]=2[F:35])=[O:12])[CH:7]=[N:6]1)([CH3:4])([CH3:3])[CH3:2].[NH2:36][C@@H:37]([CH3:40])[CH2:38][OH:39]. The catalyst is C1COCC1. The product is [C:1]([N:5]1[CH:9]=[C:8]([NH:10][C:11]([NH:13][C:14]2[CH:19]=[C:18]([C:20]3[C:31](=[O:32])[N:30]([CH3:33])[C:23]4[N:24]=[C:25]([NH:36][C@@H:37]([CH3:40])[CH2:38][OH:39])[N:26]=[CH:27][C:22]=4[CH:21]=3)[C:17]([CH3:34])=[CH:16][C:15]=2[F:35])=[O:12])[CH:7]=[N:6]1)([CH3:4])([CH3:3])[CH3:2]. The yield is 0.750.